This data is from Full USPTO retrosynthesis dataset with 1.9M reactions from patents (1976-2016). The task is: Predict the reactants needed to synthesize the given product. (1) Given the product [C:20]1([C:2]2([OH:1])[CH2:19][CH:5]3[CH2:6][NH:7][CH2:8][CH:4]3[CH2:3]2)[CH:21]=[CH:22][CH:23]=[CH:24][CH:25]=1, predict the reactants needed to synthesize it. The reactants are: [OH:1][C:2]1([C:20]2[CH:25]=[CH:24][CH:23]=[CH:22][CH:21]=2)[CH2:19][CH:5]2[CH2:6][N:7](C(OCC3C=CC=CC=3)=O)[CH2:8][CH:4]2[CH2:3]1. (2) Given the product [ClH:36].[N:22]1[C:21]2[CH2:25][CH2:26][NH:27][CH2:28][C:20]=2[C:19]([N:16]2[CH2:17][CH2:18][CH:13]([CH2:12][N:11]3[CH2:10][C:9]4[C:4](=[CH:5][CH:6]=[CH:7][CH:8]=4)[NH:3][C:2]3=[O:1])[CH2:14][CH2:15]2)=[N:24][CH:23]=1, predict the reactants needed to synthesize it. The reactants are: [O:1]=[C:2]1[N:11]([CH2:12][CH:13]2[CH2:18][CH2:17][N:16]([C:19]3[C:20]4[CH2:28][N:27](C(OC(C)(C)C)=O)[CH2:26][CH2:25][C:21]=4[N:22]=[CH:23][N:24]=3)[CH2:15][CH2:14]2)[CH2:10][C:9]2[C:4](=[CH:5][CH:6]=[CH:7][CH:8]=2)[NH:3]1.[ClH:36].O1CCOCC1. (3) Given the product [CH3:1][C:2]1[N:7]=[C:6]([C:8]2[C:13]([C:14]3[CH:19]=[CH:37][N:36]4[N:33]=[CH:32][N:38]=[C:16]4[CH:15]=3)=[CH:12][CH:11]=[CH:10][N:9]=2)[CH:5]=[CH:4][CH:3]=1, predict the reactants needed to synthesize it. The reactants are: [CH3:1][C:2]1[N:7]=[C:6]([C:8]2[C:13]([C:14]3[CH:15]=[CH:16]C4N(N=CN=4)[CH:19]=3)=[CH:12][CH:11]=[CH:10][N:9]=2)[CH:5]=[CH:4][CH:3]=1.ClC1C(C2C=C[N:33]3[N:36]=[CH:37][N:38]=[C:32]3C=2)=CC=CN=1.[Br-].CC1N=C([Zn+])C=CC=1. (4) Given the product [Cl:23][C:12]1[N:13]=[C:14]([N:17]2[CH2:22][CH2:21][O:20][CH2:19][CH2:18]2)[C:15]2[S:16][C:8]([CH2:7][N:5]([CH3:6])[C:3](=[O:4])[CH2:2][N:35]3[CH2:36][CH2:37][CH2:38][C@@H:33]([OH:32])[CH2:34]3)=[CH:9][C:10]=2[N:11]=1, predict the reactants needed to synthesize it. The reactants are: Br[CH2:2][C:3]([N:5]([CH2:7][C:8]1[S:16][C:15]2[C:14]([N:17]3[CH2:22][CH2:21][O:20][CH2:19][CH2:18]3)=[N:13][C:12]([Cl:23])=[N:11][C:10]=2[CH:9]=1)[CH3:6])=[O:4].CCN(CC)CC.Cl.[OH:32][C@@H:33]1[CH2:38][CH2:37][CH2:36][NH:35][CH2:34]1.